From a dataset of Peptide-MHC class II binding affinity with 134,281 pairs from IEDB. Regression. Given a peptide amino acid sequence and an MHC pseudo amino acid sequence, predict their binding affinity value. This is MHC class II binding data. (1) The peptide sequence is LELKKLGEVSWEEEA. The MHC is DRB4_0103 with pseudo-sequence DRB4_0103. The binding affinity (normalized) is 0. (2) The peptide sequence is EFEKKWKTDMAKLLS. The MHC is DRB1_0101 with pseudo-sequence DRB1_0101. The binding affinity (normalized) is 0.816. (3) The peptide sequence is GELQIVDKITAAFKI. The MHC is DRB5_0101 with pseudo-sequence DRB5_0101. The binding affinity (normalized) is 0.831. (4) The binding affinity (normalized) is 0.395. The peptide sequence is ILKGVINIWGSGLLQ. The MHC is DRB4_0101 with pseudo-sequence DRB4_0103.